This data is from Catalyst prediction with 721,799 reactions and 888 catalyst types from USPTO. The task is: Predict which catalyst facilitates the given reaction. (1) The catalyst class is: 1. Product: [CH3:15][C:13]1[CH:14]=[C:9]([C@@H:7]([OH:8])[CH2:6][CH2:5][C:4]([O:3][CH2:1][CH3:2])=[O:17])[CH:10]=[C:11]([CH3:16])[CH:12]=1. Reactant: [CH2:1]([O:3][C:4](=[O:17])[CH2:5][CH2:6][C:7]([C:9]1[CH:14]=[C:13]([CH3:15])[CH:12]=[C:11]([CH3:16])[CH:10]=1)=[O:8])[CH3:2]. (2) Reactant: [Cl:1][C:2]1[N:10]=[CH:9][C:8]([F:11])=[CH:7][C:3]=1[C:4]([NH2:6])=O.C(N(CC)CC)C.FC(F)(F)C(OC(=O)C(F)(F)F)=O. Product: [Cl:1][C:2]1[N:10]=[CH:9][C:8]([F:11])=[CH:7][C:3]=1[C:4]#[N:6]. The catalyst class is: 4. (3) Reactant: [F:1][C:2]1[CH:7]=[CH:6][C:5]([S:8]([C:11]2[CH:12]=[CH:13][C:14]3[O:23][C:22]4[CH2:21][CH2:20][N:19](C(OC(C)(C)C)=O)[CH2:18][C:17]=4[C:15]=3[CH:16]=2)(=[O:10])=[O:9])=[CH:4][CH:3]=1.FC(F)(F)C(O)=O. Product: [F:1][C:2]1[CH:7]=[CH:6][C:5]([S:8]([C:11]2[CH:12]=[CH:13][C:14]3[O:23][C:22]4[CH2:21][CH2:20][NH:19][CH2:18][C:17]=4[C:15]=3[CH:16]=2)(=[O:9])=[O:10])=[CH:4][CH:3]=1. The catalyst class is: 4. (4) Reactant: [N+:1]([C:4]1[CH:5]=[C:6]([C:10]2[O:14][C:13]([C:15]([OH:17])=O)=[CH:12][CH:11]=2)[CH:7]=[CH:8][CH:9]=1)([O-:3])=[O:2].F[B-](F)(F)F.N1(OC(N(C)C)=[N+](C)C)C2C=CC=CC=2N=N1.C(N(C(C)C)C(C)C)C.[C:49]([O:53][C:54]([N:56]1[CH2:61][CH2:60][CH:59]([NH:62][CH:63]2[CH2:65][CH2:64]2)[CH2:58][CH2:57]1)=[O:55])([CH3:52])([CH3:51])[CH3:50]. Product: [C:49]([O:53][C:54]([N:56]1[CH2:61][CH2:60][CH:59]([N:62]([CH:63]2[CH2:64][CH2:65]2)[C:15]([C:13]2[O:14][C:10]([C:6]3[CH:7]=[CH:8][CH:9]=[C:4]([N+:1]([O-:3])=[O:2])[CH:5]=3)=[CH:11][CH:12]=2)=[O:17])[CH2:58][CH2:57]1)=[O:55])([CH3:52])([CH3:50])[CH3:51]. The catalyst class is: 9. (5) Reactant: [CH3:1][O:2][C:3]([C:5]1[S:14][C:8]2[N:9]=[CH:10][N:11]=[C:12](Cl)[C:7]=2[C:6]=1[O:15][CH3:16])=[O:4].[CH3:17][O:18][C:19]1[CH:24]=[CH:23][C:22]([CH:25]([NH2:27])[CH3:26])=[CH:21][CH:20]=1.[CH2:28](N(CC)CC)C. Product: [CH2:1]([O:2][C:3]([C:5]1[S:14][C:8]2[N:9]=[CH:10][N:11]=[C:12]([NH:27][CH:25]([C:22]3[CH:23]=[CH:24][C:19]([O:18][CH3:17])=[CH:20][CH:21]=3)[CH3:26])[C:7]=2[C:6]=1[O:15][CH3:16])=[O:4])[CH3:28]. The catalyst class is: 18.